The task is: Predict the product of the given reaction.. This data is from Forward reaction prediction with 1.9M reactions from USPTO patents (1976-2016). (1) Given the reactants [F:1][C:2]([F:23])([F:22])[C:3]1[CH:4]=[C:5]([NH:9][C:10]2[NH:11][C:12]([C:15]3[CH:20]=[CH:19][C:18]([OH:21])=[CH:17][CH:16]=3)=[N:13][N:14]=2)[CH:6]=[CH:7][CH:8]=1.C([O-])([O-])=O.[Cs+].[Cs+].Cl[C:31]1[CH:36]=[C:35]([NH2:37])[N:34]=[C:33]([NH2:38])[N:32]=1.CO, predict the reaction product. The product is: [F:23][C:2]([F:22])([F:1])[C:3]1[CH:4]=[C:5]([NH:9][C:10]2[NH:11][C:12]([C:15]3[CH:20]=[CH:19][C:18]([O:21][C:31]4[N:32]=[C:33]([NH2:38])[N:34]=[C:35]([NH2:37])[CH:36]=4)=[CH:17][CH:16]=3)=[N:13][N:14]=2)[CH:6]=[CH:7][CH:8]=1. (2) Given the reactants [OH:1][CH2:2][CH:3]([NH:8][C:9](=[O:15])[O:10][C:11]([CH3:14])([CH3:13])[CH3:12])[CH2:4][CH:5]([CH3:7])[CH3:6].I(C1C=CC=CC=1C(O)=O)(=O)=O.O, predict the reaction product. The product is: [CH3:6][CH:5]([CH3:7])[CH2:4][CH:3]([NH:8][C:9](=[O:15])[O:10][C:11]([CH3:14])([CH3:13])[CH3:12])[CH:2]=[O:1]. (3) Given the reactants Br[C:2]1[CH:3]=[C:4]([N:8]2[C:16]3[CH:15]=[C:14]([Cl:17])[N:13]=[CH:12][C:11]=3[C:10]([C:18]([NH2:20])=[O:19])=[N:9]2)[CH:5]=[CH:6][CH:7]=1.[C:21]([C@:23]1([OH:30])[CH2:27][CH2:26][N:25]([CH3:28])[C:24]1=[O:29])#[CH:22], predict the reaction product. The product is: [Cl:17][C:14]1[N:13]=[CH:12][C:11]2[C:10]([C:18]([NH2:20])=[O:19])=[N:9][N:8]([C:4]3[CH:5]=[CH:6][CH:7]=[C:2]([C:22]#[C:21][C@:23]4([OH:30])[CH2:27][CH2:26][N:25]([CH3:28])[C:24]4=[O:29])[CH:3]=3)[C:16]=2[CH:15]=1. (4) Given the reactants [NH2:1][C@@H:2]([CH2:6][C:7]1[CH:8]=[N:9][C:10]([Br:13])=[CH:11][CH:12]=1)[C:3]([OH:5])=[O:4].[OH-].[Na+].[C:16]([O:20][C:21](O[C:21]([O:20][C:16]([CH3:19])([CH3:18])[CH3:17])=[O:22])=[O:22])([CH3:19])([CH3:18])[CH3:17], predict the reaction product. The product is: [Br:13][C:10]1[N:9]=[CH:8][C:7]([CH2:6][C@H:2]([NH:1][C:21]([O:20][C:16]([CH3:19])([CH3:18])[CH3:17])=[O:22])[C:3]([OH:5])=[O:4])=[CH:12][CH:11]=1.